This data is from NCI-60 drug combinations with 297,098 pairs across 59 cell lines. The task is: Regression. Given two drug SMILES strings and cell line genomic features, predict the synergy score measuring deviation from expected non-interaction effect. (1) Drug 1: CC1=C(C=C(C=C1)C(=O)NC2=CC(=CC(=C2)C(F)(F)F)N3C=C(N=C3)C)NC4=NC=CC(=N4)C5=CN=CC=C5. Drug 2: C1C(C(OC1N2C=NC3=C2NC=NCC3O)CO)O. Synergy scores: CSS=2.23, Synergy_ZIP=-2.01, Synergy_Bliss=-3.12, Synergy_Loewe=-0.733, Synergy_HSA=-3.43. Cell line: MCF7. (2) Drug 1: C1CCN(CC1)CCOC2=CC=C(C=C2)C(=O)C3=C(SC4=C3C=CC(=C4)O)C5=CC=C(C=C5)O. Drug 2: C1=CC=C(C=C1)NC(=O)CCCCCCC(=O)NO. Cell line: SF-539. Synergy scores: CSS=-1.98, Synergy_ZIP=-0.524, Synergy_Bliss=-0.493, Synergy_Loewe=-7.08, Synergy_HSA=-4.55. (3) Drug 1: CS(=O)(=O)C1=CC(=C(C=C1)C(=O)NC2=CC(=C(C=C2)Cl)C3=CC=CC=N3)Cl. Drug 2: CC1OCC2C(O1)C(C(C(O2)OC3C4COC(=O)C4C(C5=CC6=C(C=C35)OCO6)C7=CC(=C(C(=C7)OC)O)OC)O)O. Cell line: SN12C. Synergy scores: CSS=48.6, Synergy_ZIP=6.80, Synergy_Bliss=9.09, Synergy_Loewe=-22.1, Synergy_HSA=9.35. (4) Drug 1: C1=CC=C(C(=C1)C(C2=CC=C(C=C2)Cl)C(Cl)Cl)Cl. Drug 2: C1CN(CCN1C(=O)CCBr)C(=O)CCBr. Cell line: M14. Synergy scores: CSS=12.6, Synergy_ZIP=-3.23, Synergy_Bliss=-0.804, Synergy_Loewe=-1.92, Synergy_HSA=0.0213. (5) Drug 1: CC1=C2C(C(=O)C3(C(CC4C(C3C(C(C2(C)C)(CC1OC(=O)C(C(C5=CC=CC=C5)NC(=O)C6=CC=CC=C6)O)O)OC(=O)C7=CC=CC=C7)(CO4)OC(=O)C)O)C)OC(=O)C. Drug 2: C1C(C(OC1N2C=NC(=NC2=O)N)CO)O. Cell line: MOLT-4. Synergy scores: CSS=53.1, Synergy_ZIP=-6.81, Synergy_Bliss=-12.9, Synergy_Loewe=-15.3, Synergy_HSA=-13.3. (6) Drug 2: CC1=C2C(C(=O)C3(C(CC4C(C3C(C(C2(C)C)(CC1OC(=O)C(C(C5=CC=CC=C5)NC(=O)OC(C)(C)C)O)O)OC(=O)C6=CC=CC=C6)(CO4)OC(=O)C)O)C)O. Synergy scores: CSS=40.0, Synergy_ZIP=-1.14, Synergy_Bliss=-4.76, Synergy_Loewe=-48.4, Synergy_HSA=-7.25. Cell line: SF-539. Drug 1: C1CCN(CC1)CCOC2=CC=C(C=C2)C(=O)C3=C(SC4=C3C=CC(=C4)O)C5=CC=C(C=C5)O.